This data is from Full USPTO retrosynthesis dataset with 1.9M reactions from patents (1976-2016). The task is: Predict the reactants needed to synthesize the given product. (1) Given the product [NH2:18][C:16]1[N:15]=[CH:14][N:13]=[C:12]2[N:11]([CH2:26][C:27]3[N:28]([C:39]4[CH:44]=[CH:43][CH:42]=[CH:41][C:40]=4[CH3:45])[C:29](=[O:38])[C:30]4[C:35]([CH:36]=3)=[CH:34][CH:33]=[CH:32][C:31]=4[CH3:37])[N:10]=[C:9]([C:5]3[CH:6]=[CH:7][CH:8]=[C:3]([OH:2])[CH:4]=3)[C:17]=12.[NH2:18][C:16]1[N:15]=[CH:14][N:13]=[C:12]2[N:11]([CH2:26][C:27]3[N:28]([C:39]4[CH:44]=[CH:43][CH:42]=[CH:41][C:40]=4[CH3:45])[C:29](=[O:38])[C:30]4[C:35]([CH:36]=3)=[CH:34][CH:33]=[CH:32][C:31]=4[CH3:37])[N:10]=[C:9]([C:5]3[CH:6]=[CH:7][CH:8]=[C:3]([O:2][CH3:1])[CH:4]=3)[C:17]=12, predict the reactants needed to synthesize it. The reactants are: [CH3:1][O:2][C:3]1[CH:4]=[C:5]([C:9]2[C:17]3[C:12](=[N:13][CH:14]=[N:15][C:16]=3[NH2:18])[NH:11][N:10]=2)[CH:6]=[CH:7][CH:8]=1.CC(C)([O-])C.[K+].Br[CH2:26][C:27]1[N:28]([C:39]2[CH:44]=[CH:43][CH:42]=[CH:41][C:40]=2[CH3:45])[C:29](=[O:38])[C:30]2[C:35]([CH:36]=1)=[CH:34][CH:33]=[CH:32][C:31]=2[CH3:37]. (2) Given the product [F:21][C:22]1[CH:29]=[CH:28][C:25]([C:26]2[NH:20][C:9]3=[N:8][C:7]([C:3]4[CH:2]=[N:1][CH:6]=[CH:5][CH:4]=4)=[C:12]([C:13]4[CH:18]=[CH:17][N:16]=[CH:15][CH:14]=4)[CH:11]=[C:10]3[N:19]=2)=[CH:24][CH:23]=1, predict the reactants needed to synthesize it. The reactants are: [N:1]1[CH:6]=[CH:5][CH:4]=[C:3]([C:7]2[C:12]([C:13]3[CH:18]=[CH:17][N:16]=[CH:15][CH:14]=3)=[CH:11][C:10]([NH2:19])=[C:9]([NH2:20])[N:8]=2)[CH:2]=1.[F:21][C:22]1[CH:29]=[CH:28][C:25]([CH:26]=O)=[CH:24][CH:23]=1. (3) Given the product [Cl:33][C:27]1[CH:28]=[C:29]([Cl:32])[CH:30]=[CH:31][C:26]=1[C:22]1[N:21]([CH2:20][CH2:19][CH2:18][CH2:17][O:9][C:6]2[CH:5]=[CH:4][C:3]([C:10](=[O:15])[CH2:11][CH:12]([CH3:13])[CH3:14])=[C:2]([OH:1])[C:7]=2[CH3:8])[CH:25]=[CH:24][N:23]=1, predict the reactants needed to synthesize it. The reactants are: [OH:1][C:2]1[C:7]([CH3:8])=[C:6]([OH:9])[CH:5]=[CH:4][C:3]=1[C:10](=[O:15])[CH2:11][CH:12]([CH3:14])[CH3:13].Br[CH2:17][CH2:18][CH2:19][CH2:20][N:21]1[CH:25]=[CH:24][N:23]=[C:22]1[C:26]1[CH:31]=[CH:30][C:29]([Cl:32])=[CH:28][C:27]=1[Cl:33].